The task is: Predict which catalyst facilitates the given reaction.. This data is from Catalyst prediction with 721,799 reactions and 888 catalyst types from USPTO. (1) Product: [C:11]1([CH:10]([C:17]2[CH:22]=[CH:21][CH:20]=[CH:19][CH:18]=2)[N:8]2[CH2:9][CH:6]([N:23]3[CH2:28][CH2:27][O:26][CH2:25][C@H:24]3[CH2:29][OH:30])[CH2:7]2)[CH:16]=[CH:15][CH:14]=[CH:13][CH:12]=1. Reactant: CS(O[CH:6]1[CH2:9][N:8]([CH:10]([C:17]2[CH:22]=[CH:21][CH:20]=[CH:19][CH:18]=2)[C:11]2[CH:16]=[CH:15][CH:14]=[CH:13][CH:12]=2)[CH2:7]1)(=O)=O.[NH:23]1[CH2:28][CH2:27][O:26][CH2:25][C@H:24]1[CH2:29][OH:30].CCN(C(C)C)C(C)C. The catalyst class is: 10. (2) Reactant: [CH3:1][CH:2]1[CH2:7][CH:6]([OH:8])[CH:5]([CH:9]([CH3:11])[CH3:10])[CH2:4][CH2:3]1.N12CCN(CC1)CC2.[S:20](Cl)([C:23]1[CH:29]=[CH:28][C:26]([CH3:27])=[CH:25][CH:24]=1)(=[O:22])=[O:21]. Product: [CH:2]1([CH3:1])[CH2:3][CH2:4][CH:5]([CH:9]([CH3:11])[CH3:10])[CH:6]([O:8][S:20]([C:23]2[CH:29]=[CH:28][C:26]([CH3:27])=[CH:25][CH:24]=2)(=[O:22])=[O:21])[CH2:7]1. The catalyst class is: 13. (3) Reactant: [Br:1][C:2]1[CH:7]=[C:6]([F:8])[CH:5]=[CH:4][C:3]=1/[CH:9]=[CH:10]/[C:11](=[O:13])[CH3:12].C(OC)(=O)[CH2:15][C:16](OC)=[O:17].C[O-].[Na+]. Product: [Br:1][C:2]1[CH:7]=[C:6]([F:8])[CH:5]=[CH:4][C:3]=1[CH:9]1[CH2:15][C:16](=[O:17])[CH:12]=[C:11]([OH:13])[CH2:10]1. The catalyst class is: 5. (4) Reactant: [C:1]([CH:5]([C:11](OCC)=[O:12])[C:6]([O:8][CH2:9][CH3:10])=[O:7])([CH3:4])([CH3:3])[CH3:2].CC(C[AlH]CC(C)C)C. Product: [CH:11]([CH:5]([C:1]([CH3:2])([CH3:4])[CH3:3])[C:6]([O:8][CH2:9][CH3:10])=[O:7])=[O:12]. The catalyst class is: 2. (5) Reactant: C1(C2C=CC=CC=2)C=CC=CC=1.Cl[C:14]1[C:15](=[O:38])[C:16](=[O:37])[C:17]=1[NH:18][C:19]1[CH:24]=[CH:23][C:22]([Cl:25])=[C:21]([S:26]([N:29]2[CH2:34][CH2:33][N:32]([CH3:35])[CH2:31][CH2:30]2)(=[O:28])=[O:27])[C:20]=1[OH:36].[F:39][C:40]1[CH:46]=[CH:45][C:43]([NH2:44])=[CH:42][CH:41]=1. Product: [Cl:25][C:22]1[CH:23]=[CH:24][C:19]([NH:18][C:17]2[C:16](=[O:37])[C:15](=[O:38])[C:14]=2[NH:44][C:43]2[CH:45]=[CH:46][C:40]([F:39])=[CH:41][CH:42]=2)=[C:20]([OH:36])[C:21]=1[S:26]([N:29]1[CH2:34][CH2:33][N:32]([CH3:35])[CH2:31][CH2:30]1)(=[O:28])=[O:27]. The catalyst class is: 3. (6) Reactant: [Cl:1][C:2]1[CH:7]=[C:6]([CH3:8])[CH:5]=[CH:4][C:3]=1[NH:9][C:10]([CH2:12][C@@H:13]([C:19]1[C:23]([CH:24]2[CH2:26][CH2:25]2)=[C:22]([C:27]2[O:31][N:30]=[C:29]([CH2:32][CH:33]([CH3:35])[CH3:34])[CH:28]=2)[O:21][N:20]=1)[CH2:14][CH2:15][C:16]([OH:18])=[O:17])=[O:11].[OH-].[Na+:37]. Product: [Cl:1][C:2]1[CH:7]=[C:6]([CH3:8])[CH:5]=[CH:4][C:3]=1[NH:9][C:10]([CH2:12][C@@H:13]([C:19]1[C:23]([CH:24]2[CH2:25][CH2:26]2)=[C:22]([C:27]2[O:31][N:30]=[C:29]([CH2:32][CH:33]([CH3:35])[CH3:34])[CH:28]=2)[O:21][N:20]=1)[CH2:14][CH2:15][C:16]([O-:18])=[O:17])=[O:11].[Na+:37]. The catalyst class is: 8.